Task: Predict the reactants needed to synthesize the given product.. Dataset: Full USPTO retrosynthesis dataset with 1.9M reactions from patents (1976-2016) Given the product [Si:16]([O:1][CH2:2][C:3]([NH2:5])=[O:4])([C:13]([CH3:15])([CH3:14])[CH3:12])([CH3:18])[CH3:17], predict the reactants needed to synthesize it. The reactants are: [OH:1][CH2:2][C:3]([NH2:5])=[O:4].N1C=CC=CC=1.[CH3:12][C:13]([Si:16](Cl)([CH3:18])[CH3:17])([CH3:15])[CH3:14].C1(C)C=CC=CC=1.